This data is from Reaction yield outcomes from USPTO patents with 853,638 reactions. The task is: Predict the reaction yield, written as a fraction of the theoretical maximum amount of product (1.0 means a 100% yield; for example, 0.34 means a 34% yield). (1) The reactants are [NH2:1][C:2]1[S:3][C:4]2[C:9]([N:10]=1)=[CH:8][CH:7]=[C:6]([O:11][C:12]1[C:13]([Cl:33])=[CH:14][C:15]([F:32])=[C:16]([NH:18][C:19](=[O:31])[C:20]3[CH:25]=[CH:24][CH:23]=[C:22]([C:26]([C:29]#[N:30])([CH3:28])[CH3:27])[CH:21]=3)[CH:17]=1)[N:5]=2.[CH:34]1([C:37](Cl)=[O:38])[CH2:36][CH2:35]1. The catalyst is N1C=CC=CC=1.C(OCC)(=O)C. The product is [Cl:33][C:13]1[C:12]([O:11][C:6]2[N:5]=[C:4]3[S:3][C:2]([NH:1][C:37]([CH:34]4[CH2:36][CH2:35]4)=[O:38])=[N:10][C:9]3=[CH:8][CH:7]=2)=[CH:17][C:16]([NH:18][C:19](=[O:31])[C:20]2[CH:25]=[CH:24][CH:23]=[C:22]([C:26]([C:29]#[N:30])([CH3:28])[CH3:27])[CH:21]=2)=[C:15]([F:32])[CH:14]=1. The yield is 0.440. (2) The reactants are [S:1]1[C:5]2[CH:6]=[CH:7][CH:8]=[CH:9][C:4]=2[CH:3]=[C:2]1[C:10]([OH:12])=O.[NH2:13][CH2:14][CH2:15][CH2:16][OH:17]. No catalyst specified. The product is [OH:17][CH2:16][CH2:15][CH2:14][NH:13][C:10]([C:2]1[S:1][C:5]2[CH:6]=[CH:7][CH:8]=[CH:9][C:4]=2[CH:3]=1)=[O:12]. The yield is 0.523. (3) The reactants are [CH2:1]([O:8][C:9]([NH:11][C@@H:12]([CH2:16][CH2:17][CH2:18][CH2:19][NH:20][C:21]([O:23][C:24]([CH3:27])([CH3:26])[CH3:25])=[O:22])[C:13](O)=[O:14])=[O:10])[C:2]1[CH:7]=[CH:6][CH:5]=[CH:4][CH:3]=1.C1C=CC2N(O)[N:35]=[N:34]C=2C=1.C(Cl)CCl.O.NN. The catalyst is ClCCl. The product is [CH2:1]([O:8][C:9]([NH:11][C@H:12]([C:13]([NH:34][NH2:35])=[O:14])[CH2:16][CH2:17][CH2:18][CH2:19][NH:20][C:21](=[O:22])[O:23][C:24]([CH3:27])([CH3:26])[CH3:25])=[O:10])[C:2]1[CH:7]=[CH:6][CH:5]=[CH:4][CH:3]=1. The yield is 0.830. (4) The reactants are [Cl:1][C:2]1[CH:3]=[C:4]2[C:8](=[CH:9][CH:10]=1)[NH:7][CH:6]=[CH:5]2.O=[C:12]1[CH2:17][CH2:16][N:15]([C:18]([O:20][C:21]([CH3:24])([CH3:23])[CH3:22])=[O:19])[CH2:14][CH2:13]1.[OH-].[K+]. The catalyst is CO. The product is [Cl:1][C:2]1[CH:3]=[C:4]2[C:8](=[CH:9][CH:10]=1)[NH:7][CH:6]=[C:5]2[C:12]1[CH2:17][CH2:16][N:15]([C:18]([O:20][C:21]([CH3:24])([CH3:23])[CH3:22])=[O:19])[CH2:14][CH:13]=1. The yield is 0.980.